Dataset: Reaction yield outcomes from USPTO patents with 853,638 reactions. Task: Predict the reaction yield, written as a fraction of the theoretical maximum amount of product (1.0 means a 100% yield; for example, 0.34 means a 34% yield). The reactants are Cl.[NH2:2][C@@H:3]([CH2:25][CH:26]1[CH2:30][CH2:29][CH2:28][CH2:27]1)[C:4]([NH:6][C@H:7]1[CH2:13][CH2:12][C@@H:11]([CH3:14])[N:10]([S:15]([C:18]2[CH:23]=[CH:22][CH:21]=[CH:20][N:19]=2)(=[O:17])=[O:16])[CH2:9][C@@H:8]1[OH:24])=[O:5].[Br:31][C:32]1[O:36][C:35]([C:37](O)=[O:38])=[CH:34][CH:33]=1. No catalyst specified. The yield is 0.600. The product is [CH:26]1([CH2:25][C@H:3]([NH:2][C:37]([C:35]2[O:36][C:32]([Br:31])=[CH:33][CH:34]=2)=[O:38])[C:4](=[O:5])[NH:6][C@H:7]2[CH2:13][CH2:12][C@@H:11]([CH3:14])[N:10]([S:15]([C:18]3[CH:23]=[CH:22][CH:21]=[CH:20][N:19]=3)(=[O:16])=[O:17])[CH2:9][C:8]2=[O:24])[CH2:27][CH2:28][CH2:29][CH2:30]1.